This data is from Full USPTO retrosynthesis dataset with 1.9M reactions from patents (1976-2016). The task is: Predict the reactants needed to synthesize the given product. (1) The reactants are: [Cl:1][C:2]1[N:7]=[C:6]([NH:8][C:9]2[CH:10]=[C:11]3[C:15](=[CH:16][CH:17]=2)[NH:14][N:13]=[CH:12]3)[CH:5]=[C:4](Cl)[N:3]=1.[N:19]1([C:25]([O:27][C:28]([CH3:31])([CH3:30])[CH3:29])=[O:26])[CH2:24][CH2:23][NH:22][CH2:21][CH2:20]1.O. Given the product [NH:14]1[C:15]2[C:11](=[CH:10][C:9]([NH:8][C:6]3[N:7]=[C:2]([Cl:1])[N:3]=[C:4]([N:22]4[CH2:21][CH2:20][N:19]([C:25]([O:27][C:28]([CH3:31])([CH3:30])[CH3:29])=[O:26])[CH2:24][CH2:23]4)[CH:5]=3)=[CH:17][CH:16]=2)[CH:12]=[N:13]1, predict the reactants needed to synthesize it. (2) The reactants are: [F:1][C:2]1[CH:7]=[C:6]([N+:8]([O-:10])=[O:9])[CH:5]=[CH:4][C:3]=1[CH2:11][CH2:12][CH2:13][C:14]1[NH:15][CH:16]=[CH:17][N:18]=1.[CH3:19][C:20]([O:23][C:24](O[C:24]([O:23][C:20]([CH3:22])([CH3:21])[CH3:19])=[O:25])=[O:25])([CH3:22])[CH3:21]. Given the product [F:1][C:2]1[CH:7]=[C:6]([N+:8]([O-:10])=[O:9])[CH:5]=[CH:4][C:3]=1[CH2:11][CH2:12][CH2:13][C:14]1[N:18]([C:24]([O:23][C:20]([CH3:22])([CH3:21])[CH3:19])=[O:25])[CH:17]=[CH:16][N:15]=1, predict the reactants needed to synthesize it. (3) Given the product [CH3:19][C@@H:18]([CH2:20][CH2:21][CH:22]=[C:23]([CH3:25])[CH3:24])[CH2:17][CH2:16][O:9][C:6]1[CH:7]=[CH:8][C:3]([C:1]#[N:2])=[CH:4][CH:5]=1, predict the reactants needed to synthesize it. The reactants are: [C:1]([C:3]1[CH:8]=[CH:7][C:6]([OH:9])=[CH:5][CH:4]=1)#[N:2].C(=O)([O-])[O-].[K+].[K+].[CH2:16](Br)[CH2:17][CH:18]([CH2:20][CH2:21][CH:22]=[C:23]([CH3:25])[CH3:24])[CH3:19]. (4) Given the product [Cl:38][C:34]1[C:33]([F:39])=[C:32]([NH:31][C:22]2[C:21]3[C:26](=[CH:27][C:28]([O:29][CH3:30])=[C:19]([CH2:18][N:16]([CH3:17])[C:5]4([C:3]([NH2:2])=[O:4])[CH2:8][NH:7][CH2:6]4)[CH:20]=3)[N:25]=[CH:24][N:23]=2)[CH:37]=[CH:36][CH:35]=1, predict the reactants needed to synthesize it. The reactants are: Cl.[NH2:2][C:3]([C:5]1([N:16]([CH2:18][C:19]2[CH:20]=[C:21]3[C:26](=[CH:27][C:28]=2[O:29][CH3:30])[N:25]=[CH:24][N:23]=[C:22]3[NH:31][C:32]2[CH:37]=[CH:36][CH:35]=[C:34]([Cl:38])[C:33]=2[F:39])[CH3:17])[CH2:8][N:7](C(OC(C)(C)C)=O)[CH2:6]1)=[O:4].